Dataset: Forward reaction prediction with 1.9M reactions from USPTO patents (1976-2016). Task: Predict the product of the given reaction. (1) Given the reactants [CH3:1][C:2]1[CH:7]=[CH:6][C:5]([C:8]2[O:9][C:10]([CH3:13])=[N:11][N:12]=2)=[CH:4][C:3]=1[C:14]1[CH:19]=[CH:18][C:17]([C:20](O)=[O:21])=[CH:16][CH:15]=1.C1C=C[C:26]2N(O)N=[N:29][C:27]=2[CH:28]=1.Cl.CN(C)CCCN=C=NCC.C1(N)CC1, predict the reaction product. The product is: [CH:27]1([NH:29][C:20]([C:17]2[CH:18]=[CH:19][C:14]([C:3]3[CH:4]=[C:5]([C:8]4[O:9][C:10]([CH3:13])=[N:11][N:12]=4)[CH:6]=[CH:7][C:2]=3[CH3:1])=[CH:15][CH:16]=2)=[O:21])[CH2:28][CH2:26]1. (2) Given the reactants [CH2:1]([O:3][C:4](=[O:9])[CH2:5][C:6](=[O:8])[CH3:7])[CH3:2].[Br:10]N1C(=O)CCC1=O, predict the reaction product. The product is: [Br:10][CH:5]([C:6](=[O:8])[CH3:7])[C:4]([O:3][CH2:1][CH3:2])=[O:9]. (3) Given the reactants Br[C:2]1[CH:7]=[CH:6][C:5]([F:8])=[CH:4][N:3]=1.Br[C:10]([F:17])([F:16])[C:11]([O:13][CH2:14][CH3:15])=[O:12], predict the reaction product. The product is: [F:16][C:10]([F:17])([C:2]1[CH:7]=[CH:6][C:5]([F:8])=[CH:4][N:3]=1)[C:11]([O:13][CH2:14][CH3:15])=[O:12]. (4) Given the reactants [SH:1][C:2]1[CH:10]=[C:9]([O:11][CH3:12])[CH:8]=[CH:7][C:3]=1[C:4]([OH:6])=[O:5].Br[C:14]1[C:27]2[C:28]3=[C:29]4[C:24](=[CH:25][CH:26]=2)[CH:23]=[CH:22][CH:21]=[C:20]4[CH:19]=[CH:18][C:17]3=[CH:16][CH:15]=1.C(=O)([O-])[O-].[K+].[K+].Cl, predict the reaction product. The product is: [CH2:23]1[C:24]2[C:29]3=[C:28]4[C:27](=[CH:26][CH:25]=2)[C:14]([S:1][C:2]2[CH:10]=[C:9]([O:11][CH3:12])[CH:8]=[CH:7][C:3]=2[C:4]([OH:6])=[O:5])=[CH:15][CH:16]=[C:17]4[CH:18]=[CH:19][CH:20]3[CH2:21][CH2:22]1. (5) Given the reactants [OH:1][C:2]1[CH:9]=[CH:8][C:5]([CH:6]=[O:7])=[CH:4][C:3]=1[O:10][CH3:11].C(=O)([O-])[O-].[K+].[K+].Cl[CH2:19][C:20]1[CH:25]=[CH:24][C:23]([O:26][CH3:27])=[CH:22][CH:21]=1.O, predict the reaction product. The product is: [CH3:11][O:10][C:3]1[CH:4]=[C:5]([CH:8]=[CH:9][C:2]=1[O:1][CH2:19][C:20]1[CH:25]=[CH:24][C:23]([O:26][CH3:27])=[CH:22][CH:21]=1)[CH:6]=[O:7].